This data is from Full USPTO retrosynthesis dataset with 1.9M reactions from patents (1976-2016). The task is: Predict the reactants needed to synthesize the given product. (1) Given the product [CH2:1]([C:8]1[S:12][C:11]2[CH:13]=[CH:14][CH:15]=[CH:16][C:10]=2[C:9]=1[C:17]1[CH:22]=[CH:21][C:20]([C:23]2[CH:24]=[CH:25][C:26]([O:29][CH:33]([CH2:35][C:36]3[CH:41]=[CH:40][CH:39]=[CH:38][CH:37]=3)[C:32]([OH:42])=[O:31])=[CH:27][CH:28]=2)=[CH:19][CH:18]=1)[C:2]1[CH:3]=[CH:4][CH:5]=[CH:6][CH:7]=1, predict the reactants needed to synthesize it. The reactants are: [CH2:1]([C:8]1[S:12][C:11]2[CH:13]=[CH:14][CH:15]=[CH:16][C:10]=2[C:9]=1[C:17]1[CH:22]=[CH:21][C:20]([C:23]2[CH:28]=[CH:27][C:26]([OH:29])=[CH:25][CH:24]=2)=[CH:19][CH:18]=1)[C:2]1[CH:7]=[CH:6][CH:5]=[CH:4][CH:3]=1.C[O:31][C:32](=[O:42])[CH:33]([CH2:35][C:36]1[CH:41]=[CH:40][CH:39]=[CH:38][CH:37]=1)O. (2) Given the product [Cl:1][C:2]1[C:3]([O:12][C:13]2[CH:18]=[C:17]([O:19][CH2:20][CH2:21][CH2:22][O:23][CH3:24])[CH:16]=[CH:15][C:14]=2/[CH:25]=[CH:26]/[C:27]([NH:50][S:47]([CH2:42][CH2:43][CH2:44][CH2:45][CH3:46])(=[O:49])=[O:48])=[O:29])=[N:4][CH:5]=[C:6]([C:8]([F:9])([F:11])[F:10])[CH:7]=1, predict the reactants needed to synthesize it. The reactants are: [Cl:1][C:2]1[C:3]([O:12][C:13]2[CH:18]=[C:17]([O:19][CH2:20][CH2:21][CH2:22][O:23][CH3:24])[CH:16]=[CH:15][C:14]=2/[CH:25]=[CH:26]/[C:27]([OH:29])=O)=[N:4][CH:5]=[C:6]([C:8]([F:11])([F:10])[F:9])[CH:7]=1.Cl.C(N=C=NCCCN(C)C)C.[CH2:42]([S:47]([NH2:50])(=[O:49])=[O:48])[CH2:43][CH2:44][CH2:45][CH3:46].Cl. (3) Given the product [OH:68][CH2:67][C:66]([NH:65][C:4]([C:6]1[C:7]2[CH2:8][C@H:9]3[CH2:22][C@H:10]3[C:11]=2[N:12]([C:14]2[CH:19]=[CH:18][C:17]([F:20])=[CH:16][C:15]=2[F:21])[N:13]=1)=[O:5])([CH3:70])[CH3:69], predict the reactants needed to synthesize it. The reactants are: C(O[C:4]([C:6]1[C:7]2[CH2:8][C@H:9]3[CH2:22][C@H:10]3[C:11]=2[N:12]([C:14]2[CH:19]=[CH:18][C:17]([F:20])=[CH:16][C:15]=2[F:21])[N:13]=1)=[O:5])C.F[P-](F)(F)(F)(F)F.N1(O[P+](N2CCCC2)(N2CCCC2)N2CCCC2)C2C=CC=CC=2N=N1.CCN(C(C)C)C(C)C.[NH2:65][C:66]([CH3:70])([CH3:69])[CH2:67][OH:68].